From a dataset of Antibody paratope prediction from SAbDab with 1,023 antibody chains. Token-level Classification. Given an antibody amino acid sequence, predict which amino acid positions are active in antigen binding. Output is a list of indices for active paratope positions. Given the antibody sequence: EVQLQQSGPELMKPGASVKISCKATGYTFSTSWIEWIKQRPGHGLEWIGEVLPGSGKSNHNANFKGRATFTADTASNTAYMQLSSLTSEDSAVYYCAREGSNNNALAYWGQGTLVTVSA, which amino acid positions are active in antigen binding (paratope)? The paratope positions are: [52, 83, 84, 85, 104, 105].